Dataset: Catalyst prediction with 721,799 reactions and 888 catalyst types from USPTO. Task: Predict which catalyst facilitates the given reaction. Reactant: [CH3:1][N:2]([C:11]1[CH:12]=[CH:13][CH:14]=[C:15]2[C:19]=1[NH:18][C:17]([C:20]1[S:21][C:22]3([CH2:29][CH2:28][NH:27][CH2:26][CH2:25]3)[CH2:23][N:24]=1)=[CH:16]2)[S:3]([C:6]1[S:7][CH:8]=[CH:9][CH:10]=1)(=[O:5])=[O:4].[CH3:30][N:31]([CH3:35])[C:32](Cl)=[O:33].C(N(CC)CC)C.O. Product: [CH3:30][N:31]([CH3:35])[C:32]([N:27]1[CH2:28][CH2:29][C:22]2([S:21][C:20]([C:17]3[NH:18][C:19]4[C:15]([CH:16]=3)=[CH:14][CH:13]=[CH:12][C:11]=4[N:2]([CH3:1])[S:3]([C:6]3[S:7][CH:8]=[CH:9][CH:10]=3)(=[O:4])=[O:5])=[N:24][CH2:23]2)[CH2:25][CH2:26]1)=[O:33]. The catalyst class is: 7.